This data is from Forward reaction prediction with 1.9M reactions from USPTO patents (1976-2016). The task is: Predict the product of the given reaction. (1) Given the reactants Br[C:2]1[C:3]([O:8][C:9]2[CH:14]=[CH:13][C:12]([NH:15][C:16]3[S:17][C:18]4[CH:24]=[CH:23][CH:22]=[CH:21][C:19]=4[N:20]=3)=[CH:11][CH:10]=2)=[N:4][CH:5]=[CH:6][CH:7]=1.[C:25]1(=[O:30])[CH2:29][CH2:28][CH:27]=[CH:26]1.CN(C1CCCCC1)C1CCCCC1, predict the reaction product. The product is: [S:17]1[C:18]2[CH:24]=[CH:23][CH:22]=[CH:21][C:19]=2[N:20]=[C:16]1[NH:15][C:12]1[CH:13]=[CH:14][C:9]([O:8][C:3]2[C:2]([C:27]3[CH2:28][CH2:29][C:25](=[O:30])[CH:26]=3)=[CH:7][CH:6]=[CH:5][N:4]=2)=[CH:10][CH:11]=1. (2) Given the reactants Cl[C:2](OCC)=O.[NH2:7][CH2:8][C:9]1([C:20]2([OH:25])[CH2:24][CH2:23][CH2:22][CH2:21]2)[C:19]2[C:11](=[CH:12][C:13]3[S:17][CH:16]=[CH:15][C:14]=3[CH:18]=2)[CH2:10]1.C(N(CC)CC)C, predict the reaction product. The product is: [CH3:2][NH:7][CH2:8][C:9]1([C:20]2([OH:25])[CH2:24][CH2:23][CH2:22][CH2:21]2)[C:19]2[C:11](=[CH:12][C:13]3[S:17][CH:16]=[CH:15][C:14]=3[CH:18]=2)[CH2:10]1. (3) The product is: [CH3:12][C:10]1[C:9]2[C:4](=[CH:5][CH:6]=[C:7]([CH3:13])[CH:8]=2)[N:3]=[C:2]([NH:15][C@H:16]2[CH2:20][CH2:19][N:18]([C:21](=[O:34])[CH2:22][C:23]3[CH:24]=[CH:25][C:26]([O:29][C:30]([F:31])([F:32])[F:33])=[CH:27][CH:28]=3)[CH2:17]2)[CH:11]=1. Given the reactants Cl[C:2]1[CH:11]=[C:10]([CH3:12])[C:9]2[C:4](=[CH:5][CH:6]=[C:7]([CH3:13])[CH:8]=2)[N:3]=1.Cl.[NH2:15][C@H:16]1[CH2:20][CH2:19][N:18]([C:21](=[O:34])[CH2:22][C:23]2[CH:28]=[CH:27][C:26]([O:29][C:30]([F:33])([F:32])[F:31])=[CH:25][CH:24]=2)[CH2:17]1.O1CCOCC1.CC(C)([O-])C.[Na+], predict the reaction product. (4) Given the reactants [Br:1][C:2]1[CH:3]=[C:4]([CH:7]=[CH:8][CH:9]=1)[CH2:5]Br.[S:10]([O-:13])([O-])=[O:11].[Na+].[Na+].S(Cl)(Cl)=O.[OH-].[NH4+:21], predict the reaction product. The product is: [Br:1][C:2]1[CH:3]=[C:4]([CH2:5][S:10]([NH2:21])(=[O:13])=[O:11])[CH:7]=[CH:8][CH:9]=1. (5) Given the reactants [F:1][C:2]1[CH:3]=[C:4]([NH:17][CH2:18][CH2:19][N:20]([CH3:22])[CH3:21])[CH:5]=[C:6](B2OC(C)(C)C(C)(C)O2)[CH:7]=1.Br[C:24]1[C:29]([N+:30]([O-:32])=[O:31])=[C:28]([NH2:33])[CH:27]=[CH:26][N:25]=1.C([O-])([O-])=O.[Na+].[Na+].CCOC(C)=O, predict the reaction product. The product is: [NH2:33][C:28]1[CH:27]=[CH:26][N:25]=[C:24]([C:6]2[CH:5]=[C:4]([NH:17][CH2:18][CH2:19][N:20]([CH3:21])[CH3:22])[CH:3]=[C:2]([F:1])[CH:7]=2)[C:29]=1[N+:30]([O-:32])=[O:31]. (6) Given the reactants [C:1]([O:4][CH2:5][C:6]1[CH:11]=[C:10]([O:12]C2CCCCO2)[C:9]([CH2:19][C:20]2[CH:25]=[CH:24][C:23]([O:26][CH3:27])=[CH:22][CH:21]=2)=[C:8]([CH3:28])[CH:7]=1)(=[O:3])[CH3:2].C(Cl)Cl.C1(C)C=CC(S([O-])(=O)=O)=CC=1.[NH+]1C=CC=CC=1, predict the reaction product. The product is: [C:1]([O:4][CH2:5][C:6]1[CH:11]=[C:10]([OH:12])[C:9]([CH2:19][C:20]2[CH:21]=[CH:22][C:23]([O:26][CH3:27])=[CH:24][CH:25]=2)=[C:8]([CH3:28])[CH:7]=1)(=[O:3])[CH3:2]. (7) Given the reactants Cl.Cl.[CH3:3][C:4]1[N:8]([CH3:9])[C:7]([C:10]2[CH:11]=[C:12]([NH:16][C:17]([NH2:19])=[NH:18])[CH:13]=[CH:14][CH:15]=2)=[CH:6][N:5]=1.CN([CH:23]=[C:24]1[CH2:33][CH2:32][C:31]2[C:26](=[CH:27][CH:28]=[CH:29][CH:30]=2)[C:25]1=O)C, predict the reaction product. The product is: [N:18]1[C:25]2[C:26]3[CH:27]=[CH:28][CH:29]=[CH:30][C:31]=3[CH2:32][CH2:33][C:24]=2[CH:23]=[N:19][C:17]=1[NH:16][C:12]1[CH:13]=[CH:14][CH:15]=[C:10]([C:7]2[N:8]([CH3:9])[C:4]([CH3:3])=[N:5][CH:6]=2)[CH:11]=1. (8) Given the reactants [C:1]([C:4]1[CH:9]=[CH:8][C:7]([S:10](Cl)(=[O:12])=[O:11])=[CH:6][CH:5]=1)(=[O:3])[CH3:2].[CH:14]1([N:18]2[CH2:23][CH2:22][C:21]3([CH2:28][CH2:27][NH:26][CH2:25][CH2:24]3)[CH2:20][CH2:19]2)[CH2:17][CH2:16][CH2:15]1, predict the reaction product. The product is: [CH:14]1([N:18]2[CH2:19][CH2:20][C:21]3([CH2:28][CH2:27][N:26]([S:10]([C:7]4[CH:8]=[CH:9][C:4]([C:1](=[O:3])[CH3:2])=[CH:5][CH:6]=4)(=[O:12])=[O:11])[CH2:25][CH2:24]3)[CH2:22][CH2:23]2)[CH2:17][CH2:16][CH2:15]1. (9) Given the reactants C[Si](Cl)(C)C.[C:6]1(=[O:13])[CH2:11][CH2:10][CH2:9][C:8](=[O:12])[CH2:7]1.[F:14][C:15]1[CH:16]=[C:17]([CH:20]=[CH:21][C:22]=1[CH:23]=O)[C:18]#[N:19].[F:25][C:26]([F:38])([F:37])[C:27]1[CH:28]=[C:29]([NH:33][C:34]([NH2:36])=[O:35])[CH:30]=[CH:31][CH:32]=1, predict the reaction product. The product is: [C:18]([C:17]1[CH:20]=[CH:21][C:22]([CH:23]([C:7]2[C:8](=[O:12])[CH2:9][CH2:10][CH2:11][C:6]=2[OH:13])[NH:36][C:34]([NH:33][C:29]2[CH:30]=[CH:31][CH:32]=[C:27]([C:26]([F:25])([F:37])[F:38])[CH:28]=2)=[O:35])=[C:15]([F:14])[CH:16]=1)#[N:19]. (10) The product is: [CH3:1][O:2][C:3]1[CH:4]=[C:5]([C:11]#[C:12][C:13]2[N:21]([CH3:29])[C:20]3[C:19](=[O:22])[N:18]([CH2:23][C:24]#[CH:25])[C:17](=[O:26])[N:16]([CH2:27][CH3:28])[C:15]=3[N:14]=2)[CH:6]=[CH:7][C:8]=1[O:9][CH3:10]. Given the reactants [CH3:1][O:2][C:3]1[CH:4]=[C:5]([C:11]#[C:12][C:13]2[NH:21][C:20]3[C:19](=[O:22])[N:18]([CH2:23][C:24]#[CH:25])[C:17](=[O:26])[N:16]([CH2:27][CH3:28])[C:15]=3[N:14]=2)[CH:6]=[CH:7][C:8]=1[O:9][CH3:10].[C:29](=O)([O-])[O-].[K+].[K+].CI.ClCCl.CO, predict the reaction product.